Dataset: Full USPTO retrosynthesis dataset with 1.9M reactions from patents (1976-2016). Task: Predict the reactants needed to synthesize the given product. Given the product [CH2:29]([O:28][N:10]1[CH:11]=[C:12]([C:13]([N:15]2[CH2:20][CH2:19][CH:18]([C:21]3[CH:26]=[CH:25][C:24]([F:27])=[CH:23][CH:22]=3)[CH2:17][CH2:16]2)=[O:14])[C:7]([NH:44][C:43]2[CH:42]=[C:41]([CH3:40])[CH:47]=[CH:46][CH:45]=2)=[C:8]([CH3:37])[C:9]1=[O:36])[C:30]1[CH:31]=[CH:32][CH:33]=[CH:34][CH:35]=1, predict the reactants needed to synthesize it. The reactants are: FC(F)(F)S(O[C:7]1[C:12]([C:13]([N:15]2[CH2:20][CH2:19][CH:18]([C:21]3[CH:26]=[CH:25][C:24]([F:27])=[CH:23][CH:22]=3)[CH2:17][CH2:16]2)=[O:14])=[CH:11][N:10]([O:28][CH2:29][C:30]2[CH:35]=[CH:34][CH:33]=[CH:32][CH:31]=2)[C:9](=[O:36])[C:8]=1[CH3:37])(=O)=O.[CH3:40][C:41]1[CH:42]=[C:43]([CH:45]=[CH:46][CH:47]=1)[NH2:44].